Dataset: Catalyst prediction with 721,799 reactions and 888 catalyst types from USPTO. Task: Predict which catalyst facilitates the given reaction. (1) Reactant: [C:1]([O:4][C:5]1[CH:6]=[C:7]2[C:12](=[CH:13][C:14]=1[O:15][CH3:16])[N:11]=[CH:10][N:9]=[C:8]2[NH:17][C:18]1[CH:23]=[CH:22][C:21]([F:24])=[C:20]([Cl:25])[CH:19]=1)(=O)[CH3:2].C([O-])([O-])=O.[K+].[K+].ClCC[CH2:35][N:36]1[CH2:41][CH2:40][N:39]2[C:42]([C:45]([F:48])([F:47])[F:46])=[N:43][N:44]=[C:38]2[CH2:37]1. The catalyst class is: 18. Product: [Cl:25][C:20]1[CH:19]=[C:18]([NH:17][C:8]2[C:7]3[C:12](=[CH:13][C:14]([O:15][CH3:16])=[C:5]([O:4][CH2:1][CH2:2][CH2:35][N:36]4[CH2:41][CH2:40][N:39]5[C:42]([C:45]([F:48])([F:46])[F:47])=[N:43][N:44]=[C:38]5[CH2:37]4)[CH:6]=3)[N:11]=[CH:10][N:9]=2)[CH:23]=[CH:22][C:21]=1[F:24]. (2) Reactant: [NH:1]1[CH2:4][CH:3]([N:5]2[CH:9]=[C:8]([C:10]3[CH:11]=[N:12][C:13]4[C:18]([CH:19]=3)=[CH:17][C:16]([CH2:20][C:21]3[N:25]5[N:26]=[C:27]([CH3:30])[CH:28]=[CH:29][C:24]5=[N:23][N:22]=3)=[CH:15][CH:14]=4)[CH:7]=[N:6]2)[CH2:2]1.C=O.[C:33](O[BH-](OC(=O)C)OC(=O)C)(=O)C.[Na+]. Product: [CH3:33][N:1]1[CH2:4][CH:3]([N:5]2[CH:9]=[C:8]([C:10]3[CH:11]=[N:12][C:13]4[C:18]([CH:19]=3)=[CH:17][C:16]([CH2:20][C:21]3[N:25]5[N:26]=[C:27]([CH3:30])[CH:28]=[CH:29][C:24]5=[N:23][N:22]=3)=[CH:15][CH:14]=4)[CH:7]=[N:6]2)[CH2:2]1. The catalyst class is: 4. (3) Reactant: [O:1]=[S:2]1(=[O:27])[CH2:7][CH2:6][N:5]([C:8]2[C:13]([F:14])=[CH:12][C:11](N3C[C@H](CNC(=O)C)OC3=O)=[CH:10][C:9]=2[F:26])[CH2:4][CH2:3]1.[N+:28]([O-:31])(O)=[O:29].O. Product: [F:14][C:13]1[CH:12]=[C:11]([N+:28]([O-:31])=[O:29])[CH:10]=[C:9]([F:26])[C:8]=1[N:5]1[CH2:4][CH2:3][S:2](=[O:27])(=[O:1])[CH2:7][CH2:6]1. The catalyst class is: 15. (4) Reactant: [OH:1][CH2:2][C:3]1[CH:8]=[CH:7][C:6]([OH:9])=[CH:5][CH:4]=1.[CH3:10][N:11]([C:15]1[CH:20]=[CH:19][CH:18]=[CH:17][CH:16]=1)[C:12](Cl)=[O:13]. Product: [OH:1][CH2:2][C:3]1[CH:8]=[CH:7][C:6]([O:9][C:12](=[O:13])[N:11]([CH3:10])[C:15]2[CH:20]=[CH:19][CH:18]=[CH:17][CH:16]=2)=[CH:5][CH:4]=1. The catalyst class is: 2.